Predict the product of the given reaction. From a dataset of Forward reaction prediction with 1.9M reactions from USPTO patents (1976-2016). Given the reactants Cl[C:2]1N(C2C=CC(C(OC)=O)=CC=2)N=C[C:3]=1C(=O)NC1CCCCC1.[CH:26]1([NH:32][C:33]([C:35]2[CH:36]=[N:37][N:38]([C:46]3[CH:55]=[CH:54][C:49]([C:50]([O:52][CH3:53])=[O:51])=[CH:48][CH:47]=3)[C:39]=2[S:40][CH:41]2[CH2:45][CH2:44][CH2:43][CH2:42]2)=[O:34])[CH2:31][CH2:30][CH2:29][CH2:28][CH2:27]1, predict the reaction product. The product is: [CH:41]1([S:40][C:39]2[N:38]([C:46]3[CH:55]=[CH:54][C:49]([C:50]([O:52][CH3:53])=[O:51])=[CH:48][CH:47]=3)[N:37]=[CH:36][C:35]=2[C:33](=[O:34])[NH:32][CH:26]2[CH2:31][CH2:30][CH2:29][CH2:28][CH2:27]2)[CH2:42][CH2:43][CH2:3][CH2:2][CH2:44][CH2:45]1.